From a dataset of Full USPTO retrosynthesis dataset with 1.9M reactions from patents (1976-2016). Predict the reactants needed to synthesize the given product. Given the product [Cl:22][C:19]1[CH:20]=[CH:21][C:16]([CH2:15][NH:14][C:12]([C:8]2[C:7](=[O:23])[C:6]3[C:11]4=[C:2]([NH:1][C:31](=[O:32])[N:10]4[CH:9]=2)[CH:3]=[C:4]([CH2:24][N:25]2[CH2:26][CH2:27][O:28][CH2:29][CH2:30]2)[CH:5]=3)=[O:13])=[CH:17][CH:18]=1, predict the reactants needed to synthesize it. The reactants are: [NH2:1][C:2]1[CH:3]=[C:4]([CH2:24][N:25]2[CH2:30][CH2:29][O:28][CH2:27][CH2:26]2)[CH:5]=[C:6]2[C:11]=1[N:10]=[CH:9][C:8]([C:12]([NH:14][CH2:15][C:16]1[CH:21]=[CH:20][C:19]([Cl:22])=[CH:18][CH:17]=1)=[O:13])=[C:7]2[OH:23].[C:31](N1C=CN=C1)(N1C=CN=C1)=[O:32].O.